Dataset: Catalyst prediction with 721,799 reactions and 888 catalyst types from USPTO. Task: Predict which catalyst facilitates the given reaction. Reactant: [N:1]12[CH2:8][CH2:7][CH:4]([CH2:5][CH2:6]1)[C@H:3]([OH:9])[CH2:2]2.C[O:11][C:12]([C:14]1([C:21]2[CH:26]=[CH:25][CH:24]=[CH:23][CH:22]=2)[CH2:20][CH2:19][CH2:18][CH2:17][CH2:16][CH2:15]1)=O.[H-].[Na+].C([O-])(O)=O.[Na+]. Product: [N:1]12[CH2:8][CH2:7][CH:4]([CH2:5][CH2:6]1)[C@H:3]([O:9][C:12]([C:14]1([C:21]3[CH:26]=[CH:25][CH:24]=[CH:23][CH:22]=3)[CH2:15][CH2:16][CH2:17][CH2:18][CH2:19][CH2:20]1)=[O:11])[CH2:2]2. The catalyst class is: 260.